This data is from Reaction yield outcomes from USPTO patents with 853,638 reactions. The task is: Predict the reaction yield, written as a fraction of the theoretical maximum amount of product (1.0 means a 100% yield; for example, 0.34 means a 34% yield). (1) The reactants are Cl[C:2]1[CH:7]=[N:6][CH:5]=[C:4]([Cl:8])[N:3]=1.[CH3:9][NH:10][CH2:11][CH2:12][CH3:13].[C:14](=O)([O-])[O-:15].[K+].[K+].P(Cl)(Cl)(Cl)=O. The catalyst is CC(N(C)C)=O.CN(C=O)C.O. The product is [Cl:8][C:4]1[C:5]([CH:14]=[O:15])=[N:6][CH:7]=[C:2]([N:10]([CH3:9])[CH2:11][CH2:12][CH3:13])[N:3]=1. The yield is 0.740. (2) The reactants are [F:1][C:2]1[CH:3]=[C:4]([CH:9]([OH:19])[C:10]2[CH:11]=[CH:12][C:13]([F:18])=[C:14]([CH:17]=2)[C:15]#[N:16])[CH:5]=[C:6]([F:8])[CH:7]=1.O.C[N+]1([O-])CCOCC1. The product is [F:1][C:2]1[CH:3]=[C:4]([CH:5]=[C:6]([F:8])[CH:7]=1)[C:9]([C:10]1[CH:11]=[CH:12][C:13]([F:18])=[C:14]([CH:17]=1)[C:15]#[N:16])=[O:19]. The catalyst is ClCCl.[Ru]([O-])(=O)(=O)=O.C([N+](CCC)(CCC)CCC)CC. The yield is 0.770. (3) The reactants are [NH:1]1[C:9]2[C:4](=[CH:5][CH:6]=[CH:7][CH:8]=2)[C:3](/[CH:10]=[CH:11]/[C:12]2[CH:26]=[CH:25][C:15]([C:16]([N:18]3[CH2:23][CH2:22][CH:21]([NH2:24])[CH2:20][CH2:19]3)=[O:17])=[CH:14][CH:13]=2)=[N:2]1.C(N(CC)CC)C.[N:34]1([C:40](Cl)=[O:41])[CH2:39][CH2:38][O:37][CH2:36][CH2:35]1.Cl.C(N=C=NCCCN(C)C)C. The catalyst is ClCCl. The product is [NH:1]1[C:9]2[C:4](=[CH:5][CH:6]=[CH:7][CH:8]=2)[C:3](/[CH:10]=[CH:11]/[C:12]2[CH:13]=[CH:14][C:15]([C:16]([N:18]3[CH2:19][CH2:20][CH:21]([NH:24][C:40]([N:34]4[CH2:39][CH2:38][O:37][CH2:36][CH2:35]4)=[O:41])[CH2:22][CH2:23]3)=[O:17])=[CH:25][CH:26]=2)=[N:2]1. The yield is 0.00300. (4) The reactants are [CH3:1][O:2][C:3](=[O:13])[C:4]#[C:5][C:6]1[CH:11]=[CH:10][CH:9]=[CH:8][C:7]=1[Cl:12].[C:14]([O:18][C:19]([N:21]1[C:30]2[C:25](=[CH:26][CH:27]=[C:28]([CH2:31][CH2:32][O:33][C:34]3[CH:35]=[C:36]4[C:40](=[CH:41][CH:42]=3)[NH:39][CH:38]=[CH:37]4)[N:29]=2)[CH2:24][CH2:23][CH2:22]1)=[O:20])([CH3:17])([CH3:16])[CH3:15]. No catalyst specified. The product is [C:14]([O:18][C:19]([N:21]1[C:30]2[C:25](=[CH:26][CH:27]=[C:28]([CH2:31][CH2:32][O:33][C:34]3[CH:35]=[C:36]4[C:40](=[CH:41][CH:42]=3)[N:39]([C:5]([C:6]3[CH:11]=[CH:10][CH:9]=[CH:8][C:7]=3[Cl:12])=[CH:4][C:3]([O:2][CH3:1])=[O:13])[CH:38]=[CH:37]4)[N:29]=2)[CH2:24][CH2:23][CH2:22]1)=[O:20])([CH3:17])([CH3:15])[CH3:16]. The yield is 0.430. (5) The reactants are [CH3:1][N:2]([CH2:13][C:14]1[N:18]([CH2:19][C@H:20]2[CH2:25][CH2:24][CH2:23][N:22]([CH2:26]C3C=CC=CN=3)[CH2:21]2)[C:17]2[CH:33]=[CH:34][CH:35]=[CH:36][C:16]=2[N:15]=1)[C@@H:3]1[C:12]2[N:11]=[CH:10][CH:9]=[CH:8][C:7]=2[CH2:6][CH2:5][CH2:4]1.CN(C[C:50]1[N:54]([CH2:55][C@H:56]2[CH2:61]CCN[CH2:57]2)[C:53]2C=CC=CC=2N=1)[C@@H]1C2N=CC=CC=2CCC1.CN(C)CC(C)(C)C=O. No catalyst specified. The product is [CH3:53][N:54]([CH3:50])[CH2:55][C:56]([CH3:61])([CH3:57])[CH2:26][N:22]1[CH2:23][CH2:24][CH2:25][C@H:20]([CH2:19][N:18]2[C:17]3[CH:33]=[CH:34][CH:35]=[CH:36][C:16]=3[N:15]=[C:14]2[CH2:13][N:2]([CH3:1])[C@@H:3]2[C:12]3[N:11]=[CH:10][CH:9]=[CH:8][C:7]=3[CH2:6][CH2:5][CH2:4]2)[CH2:21]1. The yield is 0.610. (6) The reactants are [N:1]1([C:10]2[S:14][C:13]([C:15]([O:17][CH3:18])=[O:16])=[C:12](OS(C(F)(F)F)(=O)=O)[CH:11]=2)[C:5]2[CH:6]=[CH:7][CH:8]=[CH:9][C:4]=2[N:3]=[CH:2]1.C(N(CC)CC)C.[C:34]1([C:40]#[CH:41])[CH:39]=[CH:38][CH:37]=[CH:36][CH:35]=1.C(OCC)(=O)C. The catalyst is CN(C)C=O.[Cu]I.O. The product is [N:1]1([C:10]2[S:14][C:13]([C:15]([O:17][CH3:18])=[O:16])=[C:12]([C:41]#[C:40][C:34]3[CH:39]=[CH:38][CH:37]=[CH:36][CH:35]=3)[CH:11]=2)[C:5]2[CH:6]=[CH:7][CH:8]=[CH:9][C:4]=2[N:3]=[CH:2]1. The yield is 0.800. (7) The reactants are Br[C:2]1[CH:3]=[C:4]([N:12]2[CH:16]=[CH:15][CH:14]=[N:13]2)[C:5]([N+:9]([O-:11])=[O:10])=[C:6]([NH2:8])[CH:7]=1.[N:17]1[CH:22]=[CH:21][CH:20]=[C:19](B(CC)CC)[CH:18]=1.C(=O)([O-])[O-].[Na+].[Na+]. The catalyst is C1COCC1.C(OCC)(=O)C. The product is [N+:9]([C:5]1[C:4]([N:12]2[CH:16]=[CH:15][CH:14]=[N:13]2)=[CH:3][C:2]([C:19]2[CH:18]=[N:17][CH:22]=[CH:21][CH:20]=2)=[CH:7][C:6]=1[NH2:8])([O-:11])=[O:10]. The yield is 0.600. (8) The catalyst is C1COCC1. The yield is 0.760. The reactants are [F:1][C:2]([F:33])([F:32])[C:3]1[CH:4]=[C:5]([C@H:13]([O:15][C@@H:16]2[C@@H:23]([C:24]3[CH:29]=[CH:28][C:27]([F:30])=[CH:26][CH:25]=3)[C@H:22]3[N:18]([C:19](=[O:31])[CH2:20][CH2:21]3)[CH2:17]2)[CH3:14])[CH:6]=[C:7]([C:9]([F:12])([F:11])[F:10])[CH:8]=1.[Li+].C[Si]([N-][Si](C)(C)C)(C)C.CN([CH:47]=[O:48])C. The product is [F:33][C:2]([F:1])([F:32])[C:3]1[CH:4]=[C:5]([C@H:13]([O:15][C@@H:16]2[C@@H:23]([C:24]3[CH:25]=[CH:26][C:27]([F:30])=[CH:28][CH:29]=3)[C@H:22]3[N:18]([C:19](=[O:31])[CH:20]([CH:47]=[O:48])[CH2:21]3)[CH2:17]2)[CH3:14])[CH:6]=[C:7]([C:9]([F:11])([F:12])[F:10])[CH:8]=1.